Dataset: Peptide-MHC class I binding affinity with 185,985 pairs from IEDB/IMGT. Task: Regression. Given a peptide amino acid sequence and an MHC pseudo amino acid sequence, predict their binding affinity value. This is MHC class I binding data. (1) The peptide sequence is FPQSNAPIM. The MHC is HLA-B07:02 with pseudo-sequence HLA-B07:02. The binding affinity (normalized) is 0.769. (2) The peptide sequence is EWSVATFYL. The MHC is HLA-A01:01 with pseudo-sequence HLA-A01:01. The binding affinity (normalized) is 0.